This data is from Catalyst prediction with 721,799 reactions and 888 catalyst types from USPTO. The task is: Predict which catalyst facilitates the given reaction. (1) Reactant: [Cl:1][C:2]1[CH:7]=[C:6]([C:8]([F:11])([F:10])[F:9])[C:5]([F:12])=[C:4]([F:13])[C:3]=1[CH2:14]Cl.[I-:16].[Na+]. Product: [Cl:1][C:2]1[CH:7]=[C:6]([C:8]([F:11])([F:10])[F:9])[C:5]([F:12])=[C:4]([F:13])[C:3]=1[CH2:14][I:16]. The catalyst class is: 692. (2) Reactant: C(O[BH-](OC(=O)C)OC(=O)C)(=O)C.[Na+].[F:15][C:16]1[CH:21]=[CH:20][CH:19]=[CH:18][C:17]=1[C:22]1[N:23]=[N:24][N:25]2[C:34]3[C:29](=[CH:30][CH:31]=[CH:32][CH:33]=3)[C:28]([N:35]3[CH2:40][CH2:39][C:38](=O)[CH2:37][CH2:36]3)=[N:27][C:26]=12.[NH:42]1[CH2:47][CH2:46][O:45][CH2:44][CH2:43]1. Product: [F:15][C:16]1[CH:21]=[CH:20][CH:19]=[CH:18][C:17]=1[C:22]1[N:23]=[N:24][N:25]2[C:34]3[C:29](=[CH:30][CH:31]=[CH:32][CH:33]=3)[C:28]([N:35]3[CH2:36][CH2:37][CH:38]([N:42]4[CH2:47][CH2:46][O:45][CH2:44][CH2:43]4)[CH2:39][CH2:40]3)=[N:27][C:26]=12. The catalyst class is: 2. (3) Reactant: C([O:9][C@@H:10]1[C@@H:37]([O:38]C(=O)C2C=CC=CC=2)[C@H:36]([O:47]C(=O)C2C=CC=CC=2)[C@@H:35]([C@@H:56]([CH3:66])[O:57]C(=O)C2C=CC=CC=2)[O:34][C@H:11]1[O:12][C:13]1[CH:18]=[C:17]([CH2:19][O:20]C(=O)C)[CH:16]=[CH:15][C:14]=1[CH2:24][C:25]1[CH:30]=[CH:29][C:28]([O:31][CH3:32])=[C:27]([F:33])[CH:26]=1)(=O)C1C=CC=CC=1.[OH-].[Na+]. Product: [O:12]([C:13]1[CH:18]=[C:17]([CH2:19][OH:20])[CH:16]=[CH:15][C:14]=1[CH2:24][C:25]1[CH:30]=[CH:29][C:28]([O:31][CH3:32])=[C:27]([F:33])[CH:26]=1)[C@@H:11]1[O:34][C@H:35]([C@@H:56]([CH3:66])[OH:57])[C@@H:36]([OH:47])[C@H:37]([OH:38])[C@H:10]1[OH:9]. The catalyst class is: 83. (4) Reactant: [C:1]1([C:10]2[CH:15]=[CH:14][CH:13]=[CH:12][CH:11]=2)[CH:6]=[CH:5][C:4]([C:7]([NH2:9])=O)=[CH:3][CH:2]=1.[H-].[H-].[H-].[H-].[Li+].[Al+3]. Product: [C:10]1([C:1]2[CH:2]=[CH:3][C:4]([CH2:7][NH2:9])=[CH:5][CH:6]=2)[CH:11]=[CH:12][CH:13]=[CH:14][CH:15]=1. The catalyst class is: 1.